This data is from Forward reaction prediction with 1.9M reactions from USPTO patents (1976-2016). The task is: Predict the product of the given reaction. (1) Given the reactants Cl.[N:2]1([CH2:8][CH2:9][CH2:10][O:11][C:12]2[CH:20]=[CH:19][C:15]([C:16]([Cl:18])=[O:17])=[CH:14][CH:13]=2)[CH2:7][CH2:6][CH2:5][CH2:4][CH2:3]1.[O:21]1[CH:25]=[CH:24][CH:23]=[C:22]1[C:26]([N:28]1[CH2:33][CH2:32][NH:31][CH2:30][CH2:29]1)=[O:27], predict the reaction product. The product is: [ClH:18].[N:2]1([CH2:8][CH2:9][CH2:10][O:11][C:12]2[CH:20]=[CH:19][C:15]([C:16]([N:31]3[CH2:32][CH2:33][N:28]([C:26]([C:22]4[O:21][CH:25]=[CH:24][CH:23]=4)=[O:27])[CH2:29][CH2:30]3)=[O:17])=[CH:14][CH:13]=2)[CH2:7][CH2:6][CH2:5][CH2:4][CH2:3]1. (2) The product is: [CH3:21][CH:20]([CH3:22])[CH:14]([NH:13][C:11]1[O:12][C:1]([C:2]2[CH:7]=[CH:6][CH:5]=[CH:4][CH:3]=2)=[N:9][N:10]=1)[C:15]([O:17][CH2:18][CH3:19])=[O:16]. Given the reactants [C:1]([NH:9][NH:10][C:11]([NH:13][CH:14]([CH:20]([CH3:22])[CH3:21])[C:15]([O:17][CH2:18][CH3:19])=[O:16])=[O:12])(=O)[C:2]1[CH:7]=[CH:6][CH:5]=[CH:4][CH:3]=1.O=P(Cl)(Cl)Cl, predict the reaction product.